From a dataset of Reaction yield outcomes from USPTO patents with 853,638 reactions. Predict the reaction yield, written as a fraction of the theoretical maximum amount of product (1.0 means a 100% yield; for example, 0.34 means a 34% yield). (1) The reactants are Br[C:2]1[CH:3]=[CH:4][C:5]([F:9])=[C:6]([CH:8]=1)[NH2:7].[CH:10]1(B(O)O)[CH2:12][CH2:11]1.C(=O)([O-])[O-].[Cs+].[Cs+].CCOC(C)=O. The catalyst is O1CCOCC1.O.C1C=CC([P]([Pd]([P](C2C=CC=CC=2)(C2C=CC=CC=2)C2C=CC=CC=2)([P](C2C=CC=CC=2)(C2C=CC=CC=2)C2C=CC=CC=2)[P](C2C=CC=CC=2)(C2C=CC=CC=2)C2C=CC=CC=2)(C2C=CC=CC=2)C2C=CC=CC=2)=CC=1. The product is [CH:10]1([C:2]2[CH:3]=[CH:4][C:5]([F:9])=[C:6]([CH:8]=2)[NH2:7])[CH2:12][CH2:11]1. The yield is 0.550. (2) The reactants are Br[CH2:2][C:3]([C:5]1[CH:10]=[CH:9][C:8]([Br:11])=[CH:7][CH:6]=1)=[O:4].C1N2CN3CN(C2)C[N:13]1C3.Cl. The yield is 0.920. The product is [NH2:13][CH2:2][C:3]([C:5]1[CH:10]=[CH:9][C:8]([Br:11])=[CH:7][CH:6]=1)=[O:4]. The catalyst is C1(C)C=CC=CC=1.C(O)C.